From a dataset of Full USPTO retrosynthesis dataset with 1.9M reactions from patents (1976-2016). Predict the reactants needed to synthesize the given product. (1) Given the product [OH:31][CH2:32][C:33]1[C:34]([C:42]2[CH:47]=[CH:46][CH:45]=[CH:44][CH:43]=2)=[C:35]([C:38]([O:40][CH3:41])=[O:39])[O:36][CH:37]=1, predict the reactants needed to synthesize it. The reactants are: [F-].C([N+](CCCC)(CCCC)CCCC)CCC.C1COCC1.[Si]([O:31][CH2:32][C:33]1[C:34]([C:42]2[CH:47]=[CH:46][CH:45]=[CH:44][CH:43]=2)=[C:35]([C:38]([O:40][CH3:41])=[O:39])[O:36][CH:37]=1)(C(C)(C)C)(C)C.C(Cl)(Cl)Cl. (2) Given the product [O:25]1[CH:26]=[CH:27][C:23]([C:14]2[C:15]([OH:22])=[C:16]([C:11]([CH2:10][S:7]([C:1]3[CH:2]=[CH:3][CH:4]=[CH:5][C:6]=3[O:33][CH3:32])(=[O:8])=[O:9])=[CH:12][CH:13]=2)[C:17]([O:19][CH3:20])=[O:18])=[CH:24]1, predict the reactants needed to synthesize it. The reactants are: [C:1]1([S:7]([CH2:10][C:11]2[C:16]([C:17]([O:19][CH2:20]C)=[O:18])=[C:15]([OH:22])[C:14]([C:23]3[CH:27]=[CH:26][O:25][CH:24]=3)=[CH:13][CH:12]=2)(=[O:9])=[O:8])[CH:6]=[CH:5][CH:4]=[CH:3][CH:2]=1.BrC1C(O)=C(C(CS(C2C=CC=CC=2OC)(=O)=O)=CC=1)[C:32](OC)=[O:33].O1C=CC(B(O)O)=C1.